This data is from Reaction yield outcomes from USPTO patents with 853,638 reactions. The task is: Predict the reaction yield, written as a fraction of the theoretical maximum amount of product (1.0 means a 100% yield; for example, 0.34 means a 34% yield). The reactants are [F:1][C:2]1[CH:7]=[CH:6][C:5]([CH3:8])=[CH:4][N:3]=1.[I:9]I. The catalyst is C1COCC1. The product is [F:1][C:2]1[C:7]([I:9])=[CH:6][C:5]([CH3:8])=[CH:4][N:3]=1. The yield is 0.660.